Task: Regression. Given a peptide amino acid sequence and an MHC pseudo amino acid sequence, predict their binding affinity value. This is MHC class II binding data.. Dataset: Peptide-MHC class II binding affinity with 134,281 pairs from IEDB (1) The peptide sequence is FDREFTFGWDELLSK. The MHC is DRB1_1001 with pseudo-sequence DRB1_1001. The binding affinity (normalized) is 0.349. (2) The peptide sequence is GRLLRGHDQSAYDG. The MHC is DRB4_0101 with pseudo-sequence DRB4_0103. The binding affinity (normalized) is 0.409. (3) The binding affinity (normalized) is 0.157. The MHC is DRB1_0301 with pseudo-sequence DRB1_0301. The peptide sequence is DKCPSTGEAHLAEEN. (4) The peptide sequence is GELQIVDKIDAARKI. The MHC is DRB1_0101 with pseudo-sequence DRB1_0101. The binding affinity (normalized) is 0.786. (5) The peptide sequence is TTAAGAASGAATVAA. The MHC is HLA-DPA10103-DPB10201 with pseudo-sequence HLA-DPA10103-DPB10201. The binding affinity (normalized) is 0. (6) The peptide sequence is GADATAAAAFEQFLA. The MHC is HLA-DPA10201-DPB11401 with pseudo-sequence HLA-DPA10201-DPB11401. The binding affinity (normalized) is 0.160. (7) The peptide sequence is KRHRLIGAVVLAVSV. The MHC is DRB1_1302 with pseudo-sequence DRB1_1302. The binding affinity (normalized) is 0.917. (8) The MHC is DRB1_0101 with pseudo-sequence DRB1_0101. The binding affinity (normalized) is 0.493. The peptide sequence is RSLGLMECQCSSLTE. (9) The peptide sequence is EKKYFAKTQFEPLAA. The MHC is HLA-DQA10501-DQB10301 with pseudo-sequence HLA-DQA10501-DQB10301. The binding affinity (normalized) is 0.165.